Dataset: Full USPTO retrosynthesis dataset with 1.9M reactions from patents (1976-2016). Task: Predict the reactants needed to synthesize the given product. (1) Given the product [CH3:37][C:26]1[CH:25]=[C:24]([O:12][CH2:11][CH2:10][CH2:9][C:8]2[C:4]([CH2:1][CH2:2][CH3:3])=[N:5][N:6]([C:13]3[CH:18]=[CH:17][C:16]([C:19]([F:21])([F:20])[F:22])=[CH:15][N:14]=3)[CH:7]=2)[CH:29]=[CH:28][C:27]=1[CH2:30][CH2:31][C:32]([OH:34])=[O:33], predict the reactants needed to synthesize it. The reactants are: [CH2:1]([C:4]1[C:8]([CH2:9][CH2:10][CH2:11][OH:12])=[CH:7][N:6]([C:13]2[CH:18]=[CH:17][C:16]([C:19]([F:22])([F:21])[F:20])=[CH:15][N:14]=2)[N:5]=1)[CH2:2][CH3:3].O[C:24]1[CH:29]=[CH:28][C:27]([CH2:30][CH2:31][C:32]([O:34]CC)=[O:33])=[C:26]([CH3:37])[CH:25]=1.C(P(CCCC)CCCC)CCC.N(C(N1CCCCC1)=O)=NC(N1CCCCC1)=O. (2) Given the product [CH:4](=[N:5][O:14][CH2:15][C:16]1[N:17]([CH2:30][CH2:31][CH2:32][CH2:33][NH:34][C:35](=[O:42])[C:36]2[CH:41]=[CH:40][CH:39]=[CH:38][CH:37]=2)[C:18]2[C:23]([CH3:24])=[C:22]([CH3:25])[N:21]3[N:26]=[N:27][N:28]=[C:20]3[C:19]=2[N:29]=1)[CH3:12], predict the reactants needed to synthesize it. The reactants are: NN.O=[C:4]1[C:12]2C(=CC=CC=2)C(=O)[N:5]1[O:14][CH2:15][C:16]1[N:17]([CH2:30][CH2:31][CH2:32][CH2:33][NH:34][C:35](=[O:42])[C:36]2[CH:41]=[CH:40][CH:39]=[CH:38][CH:37]=2)[C:18]2[C:23]([CH3:24])=[C:22]([CH3:25])[N:21]3[N:26]=[N:27][N:28]=[C:20]3[C:19]=2[N:29]=1. (3) Given the product [F:16][C:2]([F:1])([F:17])[C:3]1[CH:4]=[C:5]([C:6]([N:18]2[CH2:23][CH2:22][CH2:21][CH:20]([CH2:24][OH:25])[CH2:19]2)=[O:8])[CH:9]=[C:10]([C:12]([F:15])([F:14])[F:13])[CH:11]=1, predict the reactants needed to synthesize it. The reactants are: [F:1][C:2]([F:17])([F:16])[C:3]1[CH:4]=[C:5]([CH:9]=[C:10]([C:12]([F:15])([F:14])[F:13])[CH:11]=1)[C:6]([OH:8])=O.[NH:18]1[CH2:23][CH2:22][CH2:21][CH:20]([CH2:24][OH:25])[CH2:19]1.Cl.CN(C)CCCN=C=NCC.O.ON1C2C=CC=CC=2N=N1.C(N(CC)C(C)C)(C)C. (4) Given the product [Cl:12][C:9]1[CH:8]=[CH:7][C:6]([CH2:5][C:4]([CH3:14])([CH3:13])[C:3]([OH:15])=[O:2])=[CH:11][CH:10]=1, predict the reactants needed to synthesize it. The reactants are: C[O:2][C:3](=[O:15])[C:4]([CH3:14])([CH3:13])[CH2:5][C:6]1[CH:11]=[CH:10][C:9]([Cl:12])=[CH:8][CH:7]=1.[Li+].[OH-]. (5) Given the product [F:35][C:36]([F:44])([F:45])[CH:37]([O:42][N:43]=[CH:55][CH2:54][CH2:53][CH2:52][CH2:51][O:50][C:49]1[C:57]([Cl:67])=[CH:58][C:59]([O:61][CH2:62][CH:63]=[C:64]([Cl:66])[Cl:65])=[CH:60][C:48]=1[Cl:47])[C:38]([F:40])([F:39])[F:41], predict the reactants needed to synthesize it. The reactants are: CC1C=C(C)C=C(C)C=1S(ON)(=O)=O.FC(F)(F)C(OC(C(F)(F)F)C(F)(F)F)C(F)(F)F.[Na].[F:35][C:36]([F:45])([F:44])[CH:37]([O:42][NH2:43])[C:38]([F:41])([F:40])[F:39].Cl.[Cl:47][C:48]1[CH:60]=[C:59]([O:61][CH2:62][CH:63]=[C:64]([Cl:66])[Cl:65])[CH:58]=[C:57]([Cl:67])[C:49]=1[O:50][CH2:51][CH2:52][CH2:53][CH2:54][CH:55]=O. (6) Given the product [Br:2][C:3]1[CH:8]=[CH:7][N:6]=[CH:5][C:4]=1[C:18]1[CH:23]=[CH:22][CH:21]=[CH:20][CH:19]=1, predict the reactants needed to synthesize it. The reactants are: Cl.[Br:2][C:3]1[CH:8]=[CH:7][N:6]=[CH:5][CH:4]=1.[Li+].CC([N-]C(C)C)C.I[C:18]1[CH:23]=[CH:22][CH:21]=[CH:20][CH:19]=1.